This data is from Forward reaction prediction with 1.9M reactions from USPTO patents (1976-2016). The task is: Predict the product of the given reaction. (1) Given the reactants [Br:1][C:2]1[CH:3]=[CH:4][C:5]2[C:6]3[N:14]([NH:15][CH:16]([CH3:18])[CH3:17])[C:13]([CH2:19][CH2:20][CH3:21])=[N:12][C:7]=3[CH:8]=[N:9][C:10]=2[CH:11]=1.C1C=C(Cl)C=C(C(OO)=O)C=1.[OH-].[NH4+:34].C1(C)C=CC(S(Cl)(=O)=O)=CC=1, predict the reaction product. The product is: [Br:1][C:2]1[CH:3]=[CH:4][C:5]2[C:6]3[N:14]([NH:15][CH:16]([CH3:17])[CH3:18])[C:13]([CH2:19][CH2:20][CH3:21])=[N:12][C:7]=3[C:8]([NH2:34])=[N:9][C:10]=2[CH:11]=1. (2) The product is: [CH2:1]([O:8][C:9]1[CH:14]=[CH:13][N:12]([C:17]2[NH:18][C:19]([C:23]([O:25][CH2:26][CH3:27])=[O:24])=[C:20]([CH3:22])[N:21]=2)[C:11](=[O:15])[CH:10]=1)[C:2]1[CH:3]=[CH:4][CH:5]=[CH:6][CH:7]=1. Given the reactants [CH2:1]([O:8][C:9]1[CH:14]=[CH:13][NH:12][C:11](=[O:15])[CH:10]=1)[C:2]1[CH:7]=[CH:6][CH:5]=[CH:4][CH:3]=1.Br[C:17]1[NH:18][C:19]([C:23]([O:25][CH2:26][CH3:27])=[O:24])=[C:20]([CH3:22])[N:21]=1, predict the reaction product. (3) Given the reactants [NH2:1][C:2]1[C:3]2[N:11]=[C:10]([N:12]3[CH2:17][CH2:16][CH2:15][C@H:14]([NH:18]C(=O)OC(C)(C)C)[CH2:13]3)[CH:9]=[CH:8][C:4]=2[N:5]=[CH:6][N:7]=1.Cl.O1CCOCC1, predict the reaction product. The product is: [NH2:18][C@H:14]1[CH2:15][CH2:16][CH2:17][N:12]([C:10]2[CH:9]=[CH:8][C:4]3[N:5]=[CH:6][N:7]=[C:2]([NH2:1])[C:3]=3[N:11]=2)[CH2:13]1. (4) Given the reactants Br[C:2]1[C:7]([NH2:8])=[C:6]([CH:9]([O:12][CH3:13])[O:10][CH3:11])[C:5]([Cl:14])=[CH:4][N:3]=1.[CH3:15][O-:16].[Na+], predict the reaction product. The product is: [Cl:14][C:5]1[C:6]([CH:9]([O:12][CH3:13])[O:10][CH3:11])=[C:7]([NH2:8])[C:2]([O:16][CH3:15])=[N:3][CH:4]=1. (5) Given the reactants [F:1][C:2]1[CH:3]=[C:4]([CH:46]=[CH:47][CH:48]=1)[CH2:5][N:6]1[C:10]([CH3:11])=[C:9]([C:12]2[C:20]3[C:15](=[N:16][CH:17]=[C:18]([C:21]4[CH:22]=[CH:23][C:24]([O:33][CH3:34])=[C:25]([NH:27][S:28]([CH2:31][CH3:32])(=[O:30])=[O:29])[CH:26]=4)[CH:19]=3)[N:14](S(C3C=CC(C)=CC=3)(=O)=O)[CH:13]=2)[C:8]([CH3:45])=[N:7]1.[OH-].[Li+], predict the reaction product. The product is: [F:1][C:2]1[CH:3]=[C:4]([CH:46]=[CH:47][CH:48]=1)[CH2:5][N:6]1[C:10]([CH3:11])=[C:9]([C:12]2[C:20]3[C:15](=[N:16][CH:17]=[C:18]([C:21]4[CH:22]=[CH:23][C:24]([O:33][CH3:34])=[C:25]([NH:27][S:28]([CH2:31][CH3:32])(=[O:30])=[O:29])[CH:26]=4)[CH:19]=3)[NH:14][CH:13]=2)[C:8]([CH3:45])=[N:7]1. (6) The product is: [N:22]([CH2:6][CH2:7][C:8]1[N:9]=[C:10]([C:14]2[CH:19]=[CH:18][N:17]=[C:16]([CH2:20][CH3:21])[CH:15]=2)[S:11][C:12]=1[CH3:13])=[N+:23]=[N-:24]. Given the reactants CS(O[CH2:6][CH2:7][C:8]1[N:9]=[C:10]([C:14]2[CH:19]=[CH:18][N:17]=[C:16]([CH2:20][CH3:21])[CH:15]=2)[S:11][C:12]=1[CH3:13])(=O)=O.[N-:22]=[N+:23]=[N-:24].[Na+], predict the reaction product. (7) Given the reactants [ClH:1].[NH2:2][C@@H:3]1[CH2:5][C@H:4]1[C:6]1[S:10][CH:9]=[C:8]([C:11]([NH:13][CH:14]2[CH2:19][CH2:18][C:17]([F:21])([F:20])[CH2:16][CH2:15]2)=[O:12])[CH:7]=1.C(=O)([O-])O.[Na+].[CH:27]1([CH:30]=O)[CH2:29][CH2:28]1.[BH4-].[Na+], predict the reaction product. The product is: [ClH:1].[CH:27]1([CH2:30][NH:2][C@@H:3]2[CH2:5][C@H:4]2[C:6]2[S:10][CH:9]=[C:8]([C:11]([NH:13][CH:14]3[CH2:15][CH2:16][C:17]([F:21])([F:20])[CH2:18][CH2:19]3)=[O:12])[CH:7]=2)[CH2:29][CH2:28]1. (8) Given the reactants FC(F)(F)S(O[C:7]1[C:8]([Cl:28])=[C:9]2[C:13](=[CH:14][CH:15]=1)[N:12]([S:16]([C:19]1[CH:24]=[CH:23][CH:22]=[CH:21][CH:20]=1)(=[O:18])=[O:17])[C:11]([CH:25]([F:27])[F:26])=[CH:10]2)(=O)=O.[CH3:31][N:32](C=O)C, predict the reaction product. The product is: [Cl:28][C:8]1[C:7]([C:31]#[N:32])=[CH:15][CH:14]=[C:13]2[C:9]=1[CH:10]=[C:11]([CH:25]([F:26])[F:27])[N:12]2[S:16]([C:19]1[CH:24]=[CH:23][CH:22]=[CH:21][CH:20]=1)(=[O:17])=[O:18]. (9) Given the reactants [C:1]1(=[O:8])[CH:6]=CC(=O)C=C1.[CH3:9][C:10]1[CH2:15][CH2:14][CH2:13][C:12]([CH3:17])([CH3:16])[C:11]=1/[CH:18]=[CH:19]/[C:20]([CH3:22])=[O:21].C[O:24]C1C=CC=CC=1C(=O)C, predict the reaction product. The product is: [C:1]([O:8][CH:15]1[CH2:14][CH2:13][C:12]([CH3:16])([CH3:17])[C:11](/[CH:18]=[CH:19]/[C:20](=[O:21])[CH3:22])=[C:10]1[CH3:9])(=[O:24])[CH3:6].